This data is from Aqueous solubility values for 9,982 compounds from the AqSolDB database. The task is: Regression/Classification. Given a drug SMILES string, predict its absorption, distribution, metabolism, or excretion properties. Task type varies by dataset: regression for continuous measurements (e.g., permeability, clearance, half-life) or binary classification for categorical outcomes (e.g., BBB penetration, CYP inhibition). For this dataset (solubility_aqsoldb), we predict Y. The drug is CNC(=O)CSP(=S)(OC)OC. The Y is -0.962 log mol/L.